Dataset: Forward reaction prediction with 1.9M reactions from USPTO patents (1976-2016). Task: Predict the product of the given reaction. (1) Given the reactants [Cl:1][C:2]1[CH:7]=[CH:6][C:5]([C:8]([C:10]2[C:18]([F:19])=[CH:17][CH:16]=[C:15]([F:20])[C:11]=2[C:12]([OH:14])=[O:13])=[O:9])=[CH:4][CH:3]=1.[N+:21]([O-])([OH:23])=[O:22].S(=O)(=O)(O)O, predict the reaction product. The product is: [Cl:1][C:2]1[CH:3]=[CH:4][C:5]([C:8]([C:10]2[C:18]([F:19])=[CH:17][CH:16]=[C:15]([F:20])[C:11]=2[C:12]([OH:14])=[O:13])=[O:9])=[CH:6][C:7]=1[N+:21]([O-:23])=[O:22]. (2) The product is: [CH3:1][O:2][CH2:3][N:4]1[C:8]2[CH:9]=[CH:10][C:11]([CH:13]([C:15]3[NH:19][N:18]=[CH:17][CH:16]=3)[CH3:14])=[CH:12][C:7]=2[S:6][C:5]1=[O:20]. Given the reactants [CH3:1][O:2][CH2:3][N:4]1[C:8]2[CH:9]=[CH:10][C:11]([C:13]([C:15]3[NH:19][N:18]=[CH:17][CH:16]=3)=[CH2:14])=[CH:12][C:7]=2[S:6][C:5]1=[O:20], predict the reaction product. (3) The product is: [CH3:1][O:2][C:3]([C@H:5]1[CH2:10][CH2:9][C@H:8]([C:11]2[C:15]([CH3:21])=[C:14]([CH3:17])[O:13][N:12]=2)[CH2:7][CH2:6]1)=[O:4]. Given the reactants [CH3:1][O:2][C:3]([C@H:5]1[CH2:10][CH2:9][C@H:8]([C:11]2[C:15](Br)=[C:14]([CH3:17])[O:13][N:12]=2)[CH2:7][CH2:6]1)=[O:4].[Cl-].C[Zn+].[CH3:21]N1CCN(C)C1=O, predict the reaction product. (4) Given the reactants [Cl:1][C:2]1[C:7]([S:8](Cl)(=[O:10])=[O:9])=[CH:6][CH:5]=[CH:4][N:3]=1.[CH3:12][O:13][C:14]1[CH:15]=[C:16]([NH2:22])[CH:17]=[N:18][C:19]=1[O:20][CH3:21].N1C=CC=CC=1, predict the reaction product. The product is: [Cl:1][C:2]1[C:7]([S:8]([NH:22][C:16]2[CH:17]=[N:18][C:19]([O:20][CH3:21])=[C:14]([O:13][CH3:12])[CH:15]=2)(=[O:10])=[O:9])=[CH:6][CH:5]=[CH:4][N:3]=1. (5) Given the reactants Cl[C:2]1[CH:7]=[CH:6][C:5]([C:8]#[N:9])=[CH:4][N:3]=1.[C:10]([O:14][C:15]([N:17]1[CH2:22][CH2:21][CH:20]([CH2:23][CH2:24][CH2:25][OH:26])[CH2:19][CH2:18]1)=[O:16])([CH3:13])([CH3:12])[CH3:11], predict the reaction product. The product is: [C:10]([O:14][C:15]([N:17]1[CH2:22][CH2:21][CH:20]([CH2:23][CH2:24][CH2:25][O:26][C:2]2[CH:7]=[CH:6][C:5]([C:8]#[N:9])=[CH:4][N:3]=2)[CH2:19][CH2:18]1)=[O:16])([CH3:13])([CH3:12])[CH3:11]. (6) Given the reactants [N:1]1([CH2:8][CH2:9][N:10]2[CH2:15][CH2:14][CH:13]([NH:16][C:17]([C:19]3[NH:20][C:21]4[C:26]([CH:27]=3)=[C:25](Br)[CH:24]=[CH:23][CH:22]=4)=[O:18])[CH2:12][CH2:11]2)[CH2:7][CH2:6][CH2:5][CH2:4][CH2:3][CH2:2]1.[CH3:29][O:30][C:31]1[N:36]=[CH:35][C:34](B(O)O)=[CH:33][CH:32]=1, predict the reaction product. The product is: [N:1]1([CH2:8][CH2:9][N:10]2[CH2:15][CH2:14][CH:13]([NH:16][C:17]([C:19]3[NH:20][C:21]4[C:26]([CH:27]=3)=[C:25]([C:34]3[CH:35]=[N:36][C:31]([O:30][CH3:29])=[CH:32][CH:33]=3)[CH:24]=[CH:23][CH:22]=4)=[O:18])[CH2:12][CH2:11]2)[CH2:7][CH2:6][CH2:5][CH2:4][CH2:3][CH2:2]1. (7) Given the reactants [CH2:1]([O:8][C:9]1[CH:10]=[C:11]([CH:35]=[CH:36][CH:37]=1)[CH2:12][O:13][C:14]1[C:19]2[CH:20]=[C:21]([C:23]3[N:24]=[C:25]4[N:29]([CH:30]=3)[N:28]=[C:27](Br)[S:26]4)[O:22][C:18]=2[C:17]([Cl:32])=[C:16]([O:33][CH3:34])[CH:15]=1)[C:2]1[CH:7]=[CH:6][CH:5]=[CH:4][CH:3]=1.C[O-].[Na+].[C:41](O)(C(F)(F)F)=[O:42], predict the reaction product. The product is: [CH2:1]([O:8][C:9]1[CH:10]=[C:11]([CH:35]=[CH:36][CH:37]=1)[CH2:12][O:13][C:14]1[C:19]2[CH:20]=[C:21]([C:23]3[N:24]=[C:25]4[N:29]([CH:30]=3)[N:28]=[C:27]([O:42][CH3:41])[S:26]4)[O:22][C:18]=2[C:17]([Cl:32])=[C:16]([O:33][CH3:34])[CH:15]=1)[C:2]1[CH:7]=[CH:6][CH:5]=[CH:4][CH:3]=1.